This data is from Experimentally validated miRNA-target interactions with 360,000+ pairs, plus equal number of negative samples. The task is: Binary Classification. Given a miRNA mature sequence and a target amino acid sequence, predict their likelihood of interaction. (1) The miRNA is hsa-miR-6872-5p with sequence UCUCGCAUCAGGAGGCAAGG. The protein sequence of the target gene is MHSDAAAVNFQLNSHLSTLASIHKIYHTLNKLNLTEDVGQDDHQTGSLRSCSSSDCFSKVMPPRKKRRPASGDDLSAKKSRHDSMYRKYESTRIKTEEEAFSSKRCLEWFYEYAGTEDAVGPEGMEKFCEDIGVEPENVVMLVLAWKLDAQNMGYFTLQEWLKGMTSLQCDTTEKLRTTLDYLRSLLNDTTNFKLIYRYAFDFAREKDQRSLDINTAKCMLGLLLGKIWPLFPVFHQFLEQSKYKVINKDQWCNVLEFSRTISLDLSNYDEDGAWPVLLDEFVEWYKDKQMS. Result: 0 (no interaction). (2) The miRNA is hsa-miR-4701-5p with sequence UUGGCCACCACACCUACCCCUU. The protein sequence of the target gene is MSCAGAAAAPRLWRLRPGARRSLSAYGRRTSVRFRSSGMTLDNISRAAVDRIIRVDHAGEYGANRIYAGQMAVLGRTSVGPVIQKMWDQEKDHLKKFNELMVTFRVRPTVLMPLWNVLGFALGAGTALLGKEGAMACTVAVEESIAHHYNNQIRTLMEEDPEKYEELLQLIKKFRDEELEHHDIGLDHDAELAPAYAVLKSIIQAGCRVAIYLSERL. Result: 1 (interaction).